This data is from Catalyst prediction with 721,799 reactions and 888 catalyst types from USPTO. The task is: Predict which catalyst facilitates the given reaction. Reactant: [Si]([O:8][CH:9]([C:15]1[CH:16]=[CH:17][C:18]2[O:22][C:21]([CH3:23])=[N:20][C:19]=2[C:24]=1[OH:25])[C:10]([O:12][CH2:13][CH3:14])=[O:11])(C(C)(C)C)(C)C.C(=O)([O-])[O-].[K+].[K+].[CH2:32](Br)[C:33]1[CH:38]=[CH:37][CH:36]=[CH:35][CH:34]=1.[F-].C([N+](CCCC)(CCCC)CCCC)CCC.O1CCCC1. Product: [OH:8][CH:9]([C:15]1[CH:16]=[CH:17][C:18]2[O:22][C:21]([CH3:23])=[N:20][C:19]=2[C:24]=1[O:25][CH2:32][C:33]1[CH:38]=[CH:37][CH:36]=[CH:35][CH:34]=1)[C:10]([O:12][CH2:13][CH3:14])=[O:11]. The catalyst class is: 35.